This data is from Experimentally validated miRNA-target interactions with 360,000+ pairs, plus equal number of negative samples. The task is: Binary Classification. Given a miRNA mature sequence and a target amino acid sequence, predict their likelihood of interaction. (1) The miRNA is hsa-miR-642a-3p with sequence AGACACAUUUGGAGAGGGAACC. The protein sequence of the target gene is MAVSCSLNHSTYLQRQNLVCYLRNPHYGSLIYADGHGEVWTDWNDMSKFLQYGWRCTTNENSYSNRTLVGNWNQERYDLKNIVKPKPLPSQFGHAFETTYDANYSRKKPQSTHRFKREPHWFPGHQPELDPPHYKCTAKSTYMTNYSEPQPTHYSCCVYDPSVSQS. Result: 0 (no interaction). (2) The miRNA is rno-miR-290 with sequence UCUCAAACUAUGGGGGCA. The protein sequence of the target gene is MSKRKAPQETLNGGITDMLVELANFEKNVSQAIHKYNAYRKAASVIAKYPHKIKSGAEAKKLPGVGTKIAEKIDEFLATGKLRKLEKIRQDDTSSSINFLTRVTGIGPSAARKFVDEGIKTLEDLRKNEDKLNHHQRIGLKYFEDFEKRIPREEMLQMQDIVLNEIKKVDSEYIATVCGSFRRGAESSGDMDVLLTHPNFTSESSKQPKLLHRVVEQLQKVHFITDTLSKGETKFMGVCQLPSEKDGKEYPHRRIDIRLIPKDQYYCGVLYFTGSDIFNKNMRAHALEKGFTINEYTIRP.... Result: 0 (no interaction). (3) The miRNA is hsa-miR-7849-3p with sequence GACAAUUGUUGAUCUUGGGCCU. The protein sequence of the target gene is MRRLTRRLVLPVFGVLWITVLLFFWVTKRKLEVPTGPEVQTPKPSDADWDDLWDQFDERRYLNAKKWRVGDDPYKLYAFNQRESERISSNRAIPDTRHLRCTLLVYCTDLPPTSIIITFHNEARSTLLRTIRSVLNRTPTHLIREIILVDDFSNDPDDCKQLIKLPKVKCLRNNERQGLVRSRIRGADIAQGTTLTFLDSHCEVNRDWLQPLLHRVKEDYTRVVCPVIDIINLDTFTYIESASELRGGFDWSLHFQWEQLSPEQKARRLDPTEPIRTPIIAGGLFVIDKAWFDYLGKYDM.... Result: 0 (no interaction). (4) The miRNA is ath-miR169a-5p with sequence CAGCCAAGGAUGACUUGCCGA. The protein sequence of the target gene is MSETDHIASTSSDKNVGKTPELKEDSCNLFSGNESSKLENESKLLSLNTDKTLCQPNEHNNRIEAQENYIPDHGGGEDSCAKTDTGSENSEQIANFPSGNFAKHISKTNETEQKVTQILVELRSSTFPESANEKTYSESPYDTDCTKKFISKIKSVSASEDLLEEIESELLSTEFAEHRVPNGMNKGEHALVLFEKCVQDKYLQQEHIIKKLIKENKKHQELFVDICSEKDNLREELKKRTETEKQHMNTIKQLESRIEELNKEVKASRDQLIAQDVTAKNAVQQLHKEMAQRMEQANKK.... Result: 0 (no interaction).